Task: Predict the reactants needed to synthesize the given product.. Dataset: Full USPTO retrosynthesis dataset with 1.9M reactions from patents (1976-2016) (1) Given the product [Cl:20][C:21]1[CH:27]=[CH:26][C:24]([NH:25][C:15](=[O:17])[CH2:14][C:9]2[NH:10][C:11](=[O:13])[CH:12]=[C:7]([N:1]3[CH2:2][CH2:3][O:4][CH2:5][CH2:6]3)[N:8]=2)=[CH:23][CH:22]=1, predict the reactants needed to synthesize it. The reactants are: [N:1]1([C:7]2[N:8]=[C:9]([CH2:14][C:15]([O:17]CC)=O)[NH:10][C:11](=[O:13])[CH:12]=2)[CH2:6][CH2:5][O:4][CH2:3][CH2:2]1.[Cl:20][C:21]1[CH:27]=[CH:26][C:24]([NH2:25])=[CH:23][CH:22]=1. (2) Given the product [N:22]1([C:28]([N:5]2[CH2:6][CH2:7][CH2:8][N:2]([C:9]3[NH:10][C:11]4[CH:17]=[C:16]([C:18]([F:21])([F:19])[F:20])[CH:15]=[CH:14][C:12]=4[N:13]=3)[CH2:3][CH2:4]2)=[O:29])[CH2:27][CH2:26][O:25][CH2:24][CH2:23]1, predict the reactants needed to synthesize it. The reactants are: Cl.[N:2]1([C:9]2[NH:13][C:12]3[CH:14]=[CH:15][C:16]([C:18]([F:21])([F:20])[F:19])=[CH:17][C:11]=3[N:10]=2)[CH2:8][CH2:7][CH2:6][NH:5][CH2:4][CH2:3]1.[N:22]1([C:28](Cl)=[O:29])[CH2:27][CH2:26][O:25][CH2:24][CH2:23]1.C(N(CC)C(C)C)(C)C. (3) Given the product [Br:7][C:8]1[N:13]=[C:12](/[CH:14]=[C:18](\[C:16]#[N:17])/[C:19]([NH:21][CH:22]([C:25]2[CH:26]=[CH:27][C:28]([O:31][CH2:32][CH2:33][O:34][CH3:35])=[CH:29][CH:30]=2)[CH2:23][CH3:24])=[O:20])[CH:11]=[CH:10][CH:9]=1, predict the reactants needed to synthesize it. The reactants are: CC(C)([O-])C.[K+].[Br:7][C:8]1[N:13]=[C:12]([CH:14]=O)[CH:11]=[CH:10][CH:9]=1.[C:16]([CH2:18][C:19]([NH:21][CH:22]([C:25]1[CH:30]=[CH:29][C:28]([O:31][CH2:32][CH2:33][O:34][CH3:35])=[CH:27][CH:26]=1)[CH2:23][CH3:24])=[O:20])#[N:17].O. (4) The reactants are: Br[C:2]1[CH:3]=[C:4]([O:9][CH3:10])[CH:5]=[C:6]([F:8])[CH:7]=1.[CH3:11]B1OB(C)OB(C)O1.C(=O)([O-])[O-].[Cs+].[Cs+]. Given the product [F:8][C:6]1[CH:7]=[C:2]([CH3:11])[CH:3]=[C:4]([O:9][CH3:10])[CH:5]=1, predict the reactants needed to synthesize it. (5) Given the product [ClH:38].[C:1]1([S:7]([C:10]2[CH:11]=[CH:12][C:13]3[O:23][C:22]4[CH2:21][CH2:20][CH2:19][NH:18][CH2:17][C:16]=4[C:14]=3[CH:15]=2)(=[O:9])=[O:8])[CH:6]=[CH:5][CH:4]=[CH:3][CH:2]=1, predict the reactants needed to synthesize it. The reactants are: [C:1]1([S:7]([C:10]2[CH:11]=[CH:12][C:13]3[O:23][C:22]4[CH2:21][CH2:20][CH2:19][N:18](C(OC(C)(C)C)=O)[CH2:17][C:16]=4[C:14]=3[CH:15]=2)(=[O:9])=[O:8])[CH:6]=[CH:5][CH:4]=[CH:3][CH:2]=1.C(=O)(O)[O-].[Na+].CO.[ClH:38]. (6) Given the product [CH3:28][C:29]1([C:34]2(/[CH:37]=[CH:2]\[CH2:3][CH2:4][CH2:5][CH2:6][CH2:7][CH3:8])[CH2:36][CH2:35]2)[O:33][CH2:32][CH2:31][O:30]1, predict the reactants needed to synthesize it. The reactants are: [Br-].[CH2:2]([P+](C1C=CC=CC=1)(C1C=CC=CC=1)C1C=CC=CC=1)[CH2:3][CH2:4][CH2:5][CH2:6][CH2:7][CH3:8].[CH3:28][C:29]1([C:34]2([CH:37]=O)[CH2:36][CH2:35]2)[O:33][CH2:32][CH2:31][O:30]1.